This data is from Catalyst prediction with 721,799 reactions and 888 catalyst types from USPTO. The task is: Predict which catalyst facilitates the given reaction. (1) Reactant: [Cl:1][C:2]1[CH:7]=[C:6]([O:8][CH3:9])[CH:5]=[C:4]([F:10])[C:3]=1[C:11]1[N:12]=[C:13]([NH2:16])[S:14][CH:15]=1.Cl.[C:18](Cl)(=[O:25])[C:19]1[CH:24]=[CH:23][N:22]=[CH:21][CH:20]=1. Product: [Cl:1][C:2]1[CH:7]=[C:6]([O:8][CH3:9])[CH:5]=[C:4]([F:10])[C:3]=1[C:11]1[N:12]=[C:13]([NH:16][C:18](=[O:25])[C:19]2[CH:24]=[CH:23][N:22]=[CH:21][CH:20]=2)[S:14][CH:15]=1. The catalyst class is: 64. (2) Reactant: C(=O)([O-])[O-].[K+].[K+].C([O:10][CH2:11][CH2:12][NH:13][C:14](=[O:42])[C@@H:15]([NH:28][C:29](=[O:41])[C:30]1[CH:35]=[CH:34][C:33]([O:36][CH2:37][CH:38]2[CH2:40][CH2:39]2)=[CH:32][CH:31]=1)[CH2:16][C:17]1[CH:22]=[CH:21][C:20]([O:23][C:24]([F:27])([F:26])[F:25])=[CH:19][CH:18]=1)(=O)C. Product: [CH:38]1([CH2:37][O:36][C:33]2[CH:34]=[CH:35][C:30]([C:29]([NH:28][C@@H:15]([CH2:16][C:17]3[CH:18]=[CH:19][C:20]([O:23][C:24]([F:27])([F:26])[F:25])=[CH:21][CH:22]=3)[C:14]([NH:13][CH2:12][CH2:11][OH:10])=[O:42])=[O:41])=[CH:31][CH:32]=2)[CH2:40][CH2:39]1. The catalyst class is: 5. (3) Product: [CH:1]1([CH2:4][CH2:5][N:6]2[C:11](=[O:12])[C:10]([C:36]([NH:35][CH2:38][C:39]([OH:41])=[O:40])=[O:37])=[C:9]([OH:13])[N:8]([C:14]3[CH:19]=[CH:18][C:17]([C:20]4[O:21][CH:22]=[CH:23][CH:24]=4)=[CH:16][CH:15]=3)[C:7]2=[O:25])[CH2:3][CH2:2]1. The catalyst class is: 4. Reactant: [CH:1]1([CH2:4][CH2:5][N:6]2[C:11](=[O:12])[CH2:10][C:9](=[O:13])[N:8]([C:14]3[CH:19]=[CH:18][C:17]([C:20]4[O:21][CH:22]=[CH:23][CH:24]=4)=[CH:16][CH:15]=3)[C:7]2=[O:25])[CH2:3][CH2:2]1.C(N(C(C)C)CC)(C)C.[N:35]([CH2:38][C:39]([O:41]CC)=[O:40])=[C:36]=[O:37]. (4) Reactant: [CH3:1][C:2]1[C:11]([NH:12][C:13]([C:15]2[C:20]([CH3:21])=[CH:19][CH:18]=[C:17]([C:22]3[CH:27]=[CH:26][CH:25]=[CH:24][CH:23]=3)[N:16]=2)=[O:14])=[C:10]([CH3:28])[CH:9]=[CH:8][C:3]=1[C:4]([O:6]C)=[O:5].O.O[Li].O.[Na+].[Cl-]. Product: [CH3:1][C:2]1[C:11]([NH:12][C:13]([C:15]2[C:20]([CH3:21])=[CH:19][CH:18]=[C:17]([C:22]3[CH:27]=[CH:26][CH:25]=[CH:24][CH:23]=3)[N:16]=2)=[O:14])=[C:10]([CH3:28])[CH:9]=[CH:8][C:3]=1[C:4]([OH:6])=[O:5]. The catalyst class is: 36. (5) Reactant: Cl.[C:2]1(=[O:12])[C:6]2([CH2:11][CH2:10][CH2:9][NH:8][CH2:7]2)[CH2:5][CH2:4][NH:3]1.C(N(CC)CC)C.[Br:20][C:21]1[CH:22]=[C:23]([S:31](Cl)(=[O:33])=[O:32])[CH:24]=[C:25]([C:27]([F:30])([F:29])[F:28])[CH:26]=1.CCOC(C)=O. Product: [Br:20][C:21]1[CH:22]=[C:23]([S:31]([N:8]2[CH2:9][CH2:10][CH2:11][C:6]3([C:2](=[O:12])[NH:3][CH2:4][CH2:5]3)[CH2:7]2)(=[O:32])=[O:33])[CH:24]=[C:25]([C:27]([F:29])([F:28])[F:30])[CH:26]=1. The catalyst class is: 4. (6) Reactant: Cl.[Cl:2][C:3]1[CH:8]=[CH:7][CH:6]=[C:5]([Cl:9])[C:4]=1[C:10]1[CH:14]=[C:13]([C:15]2[CH:20]=[C:19]([NH2:21])[CH:18]=[CH:17][N:16]=2)[O:12][N:11]=1.[C:22]([CH:26]1[CH2:30][CH2:29][CH2:28][N:27]1[C:31]([O:33][C:34]([CH3:37])([CH3:36])[CH3:35])=[O:32])(=[O:25])[CH:23]=[CH2:24].C(N(CC)CC)C. Product: [Cl:9][C:5]1[CH:6]=[CH:7][CH:8]=[C:3]([Cl:2])[C:4]=1[C:10]1[CH:14]=[C:13]([C:15]2[CH:20]=[C:19]([NH:21][CH2:24][CH2:23][C:22]([CH:26]3[CH2:30][CH2:29][CH2:28][N:27]3[C:31]([O:33][C:34]([CH3:35])([CH3:37])[CH3:36])=[O:32])=[O:25])[CH:18]=[CH:17][N:16]=2)[O:12][N:11]=1. The catalyst class is: 10.